Task: Predict the reaction yield, written as a fraction of the theoretical maximum amount of product (1.0 means a 100% yield; for example, 0.34 means a 34% yield).. Dataset: Reaction yield outcomes from USPTO patents with 853,638 reactions (1) The reactants are [CH3:1][C:2]1([CH3:9])[C:6]([CH3:8])([CH3:7])[O:5][BH:4][O:3]1.[C:10]([C:12]1[CH:17]=[CH:16][C:15]([CH2:18][N:19]([CH3:21])[CH3:20])=[CH:14][CH:13]=1)#[CH:11]. The catalyst is C1(C)C=CC=CC=1. The product is [CH3:20][N:19]([CH3:21])[CH2:18][C:15]1[CH:16]=[CH:17][C:12](/[CH:10]=[CH:11]/[B:4]2[O:5][C:6]([CH3:8])([CH3:7])[C:2]([CH3:9])([CH3:1])[O:3]2)=[CH:13][CH:14]=1. The yield is 0.200. (2) The reactants are [NH2:1][C:2]1[CH:3]=[C:4]([CH:21]=[CH:22][C:23]=1[F:24])[O:5][C:6]1[CH:7]=[CH:8][C:9]2[N:10]([CH:12]=[C:13]([NH:15][C:16]([CH:18]3[CH2:20][CH2:19]3)=[O:17])[N:14]=2)[N:11]=1.[F:25][C:26]([F:37])([F:36])[C:27]1[CH:28]=[C:29]([CH:33]=[CH:34][CH:35]=1)[C:30](O)=[O:31].ON1C2C=CC=CC=2N=N1.Cl.C(N=C=NCCCN(C)C)C. The catalyst is CN(C)C=O. The product is [CH:18]1([C:16]([NH:15][C:13]2[N:14]=[C:9]3[CH:8]=[CH:7][C:6]([O:5][C:4]4[CH:21]=[CH:22][C:23]([F:24])=[C:2]([NH:1][C:30](=[O:31])[C:29]5[CH:33]=[CH:34][CH:35]=[C:27]([C:26]([F:25])([F:36])[F:37])[CH:28]=5)[CH:3]=4)=[N:11][N:10]3[CH:12]=2)=[O:17])[CH2:20][CH2:19]1. The yield is 0.640. (3) The reactants are [NH2:1][CH2:2][CH2:3][O:4][C:5]1[C:10]([CH3:11])=[CH:9][C:8]([C:12]2[NH:21][C:20](=[O:22])[C:19]3[C:14](=[CH:15][C:16]([O:25][CH3:26])=[CH:17][C:18]=3[O:23][CH3:24])[N:13]=2)=[CH:7][C:6]=1[CH3:27].[C:28]1([CH3:37])[CH:33]=[CH:32][C:31]([C:34](Cl)=[O:35])=[CH:30][CH:29]=1.CCN(C(C)C)C(C)C. The catalyst is C(Cl)Cl. The product is [CH3:24][O:23][C:18]1[CH:17]=[C:16]([O:25][CH3:26])[CH:15]=[C:14]2[C:19]=1[C:20](=[O:22])[NH:21][C:12]([C:8]1[CH:9]=[C:10]([CH3:11])[C:5]([O:4][CH2:3][CH2:2][NH:1][C:34](=[O:35])[C:31]3[CH:32]=[CH:33][C:28]([CH3:37])=[CH:29][CH:30]=3)=[C:6]([CH3:27])[CH:7]=1)=[N:13]2. The yield is 0.510. (4) The reactants are C(S[C:4](=[O:25])[CH2:5][C@H:6]1[CH2:11][CH2:10][C@H:9]([NH:12][C:13]([C:15]2[C:24]3[C:19](=[CH:20][CH:21]=[CH:22][CH:23]=3)[N:18]=[CH:17][CH:16]=2)=[O:14])[CH2:8][CH2:7]1)C.C.C([SiH](CC)CC)C.CCCCCCC.C([O-])(=O)C. The catalyst is CC(C)=O.C(Cl)Cl.[Pd]. The product is [O:25]=[CH:4][CH2:5][C@H:6]1[CH2:11][CH2:10][C@H:9]([NH:12][C:13]([C:15]2[C:24]3[C:19](=[CH:20][CH:21]=[CH:22][CH:23]=3)[N:18]=[CH:17][CH:16]=2)=[O:14])[CH2:8][CH2:7]1. The yield is 0.708. (5) The reactants are [CH3:1][O:2][C:3](=[O:21])[C:4]1[CH:9]=[C:8]([C:10](=O)[CH3:11])[C:7]([C:13]([F:16])([F:15])[F:14])=[CH:6][C:5]=1[NH:17][C:18](=[O:20])[CH3:19].[CH2:22]([O:24][C:25](=[O:28])[NH:26][NH2:27])[CH3:23].CC1C=CC(S(N)(=O)=O)=CC=1. The catalyst is C1(C)C=CC=CC=1. The product is [CH3:1][O:2][C:3](=[O:21])[C:4]1[CH:9]=[C:8]([C:10](=[N:27][NH:26][C:25]([O:24][CH2:22][CH3:23])=[O:28])[CH3:11])[C:7]([C:13]([F:16])([F:15])[F:14])=[CH:6][C:5]=1[NH:17][C:18](=[O:20])[CH3:19]. The yield is 0.400. (6) The reactants are [Cl:1][C:2]1[CH:35]=[CH:34][C:5]([CH2:6][N:7]2[C@H:12]([NH:13][C:14]3[CH:19]=[CH:18][C:17]([O:20][CH:21]([CH3:23])[CH3:22])=[C:16]([F:24])[CH:15]=3)[NH:11][C:10](=[O:25])[N:9]([CH2:26][CH:27]([C:29]([O:31]C)=[O:30])[CH3:28])[C:8]2=[O:33])=[CH:4][CH:3]=1.O1CCOCC1.[OH-].[Li+].Cl. The catalyst is O. The product is [Cl:1][C:2]1[CH:3]=[CH:4][C:5]([CH2:6][N:7]2[C:12]([NH:13][C:14]3[CH:19]=[CH:18][C:17]([O:20][CH:21]([CH3:22])[CH3:23])=[C:16]([F:24])[CH:15]=3)=[N:11][C:10](=[O:25])[N:9]([CH2:26][C@H:27]([C:29]([OH:31])=[O:30])[CH3:28])[C:8]2=[O:33])=[CH:34][CH:35]=1. The yield is 0.840. (7) The reactants are [CH3:1][C:2](=O)[C:3]#[C:4][CH2:5][CH3:6].[C:8]([CH2:10][C:11]([NH2:13])=[O:12])#[N:9].C(O)(=O)C.N1CCCCC1.N1CCCCC1. The catalyst is C(O)C.O.C(O)(=O)C. The product is [CH2:5]([C:4]1[C:10]([C:8]#[N:9])=[C:11]([OH:12])[N:13]=[C:2]([CH3:1])[CH:3]=1)[CH3:6]. The yield is 0.600.